From a dataset of M1 muscarinic receptor agonist screen with 61,833 compounds. Binary Classification. Given a drug SMILES string, predict its activity (active/inactive) in a high-throughput screening assay against a specified biological target. (1) The drug is Clc1c(N(S(=O)(=O)c2ccc(cc2)C)CC(O)CN2CCOCC2)cc(Cl)cc1. The result is 0 (inactive). (2) The result is 0 (inactive). The molecule is OC(=O)C(N1CCCC1)c1ccccc1. (3) The molecule is O(CCCC(O)=O)c1cc(ccc1)C. The result is 0 (inactive).